From a dataset of Full USPTO retrosynthesis dataset with 1.9M reactions from patents (1976-2016). Predict the reactants needed to synthesize the given product. (1) Given the product [OH:4][C:5]1[CH:10]=[CH:9][C:8]([C:11]2[CH:12]([CH:25]([CH3:27])[CH3:26])[O:13][C:14]3[C:19]([CH:20]=2)=[CH:18][CH:17]=[C:16]([OH:21])[CH:15]=3)=[CH:7][CH:6]=1, predict the reactants needed to synthesize it. The reactants are: C([O:4][C:5]1[CH:10]=[CH:9][C:8]([C:11]2[CH:12]([CH:25]([CH3:27])[CH3:26])[O:13][C:14]3[C:19]([CH:20]=2)=[CH:18][CH:17]=[C:16]([O:21]C(=O)C)[CH:15]=3)=[CH:7][CH:6]=1)(=O)C.C(O)(=O)C.O. (2) The reactants are: [C:1](=[O:41])([O:3][C@@H:4]1[C@@H:5]([O:39][CH3:40])[CH:6]=[CH:7][CH:8]=[C:9]([CH3:38])[C:10](=[O:37])[NH:11][C:12]2[C:31](=[O:32])[C:16]([CH2:17][C@@H:18]([CH3:30])[CH2:19][C@H:20]([O:28][CH3:29])[C@H:21]([OH:27])[C@@H:22]([CH3:26])[CH:23]=[C:24]1[CH3:25])=[C:15]([O:33][CH3:34])[C:14](=[O:35])[C:13]=2I)[NH2:2].[C:42]1([As](C2C=CC=CC=2)C2C=CC=CC=2)C=CC=C[CH:43]=1.C([Sn](C=C)(C=C)C=C)=C. Given the product [C:1](=[O:41])([O:3][C@@H:4]1[C@@H:5]([O:39][CH3:40])[CH:6]=[CH:7][CH:8]=[C:9]([CH3:38])[C:10](=[O:37])[NH:11][C:12]2[C:31](=[O:32])[C:16]([CH2:17][C@@H:18]([CH3:30])[CH2:19][C@H:20]([O:28][CH3:29])[C@H:21]([OH:27])[C@@H:22]([CH3:26])[CH:23]=[C:24]1[CH3:25])=[C:15]([O:33][CH3:34])[C:14](=[O:35])[C:13]=2[CH:42]=[CH2:43])[NH2:2], predict the reactants needed to synthesize it. (3) Given the product [Br:18][C:16]1[CH:15]=[CH:14][C:10]([C:11]([N:45]2[CH2:46][CH2:47][S:43][CH2:44]2)=[O:13])=[C:9]([C:1]([C:2]2[CH:3]=[CH:4][CH:5]=[CH:6][CH:7]=2)=[O:8])[CH:17]=1, predict the reactants needed to synthesize it. The reactants are: [C:1]([C:9]1[CH:17]=[C:16]([Br:18])[CH:15]=[CH:14][C:10]=1[C:11]([OH:13])=O)(=[O:8])[C:2]1[CH:7]=[CH:6][CH:5]=[CH:4][CH:3]=1.C(C1C=CC(Br)=CC=1C(O)=O)(=O)C1C=CC=CC=1.C(Cl)(=O)C(Cl)=O.[S:43]1[CH2:47][CH2:46][NH:45][CH2:44]1.C(N(CC)CC)C. (4) Given the product [NH2:19][C:20]1[N:25]=[C:24]([CH:26]2[CH2:28][CH2:27]2)[N:23]=[C:22]([C:29]([O:31][CH3:1])=[O:30])[C:21]=1[Cl:32], predict the reactants needed to synthesize it. The reactants are: [CH2:1](N(CCCC)CCCC)CCC.CS(C)=O.O.[NH2:19][C:20]1[N:25]=[C:24]([CH:26]2[CH2:28][CH2:27]2)[N:23]=[C:22]([C:29]([OH:31])=[O:30])[C:21]=1[Cl:32].BrC. (5) Given the product [F:10][C:7]([F:8])([F:9])[CH:6]([CH2:11][N:12]1[CH2:17][CH2:16][O:15][C@H:14]([C:18]2[CH:23]=[CH:22][CH:21]=[C:20]([C:24]([F:25])([F:27])[F:26])[CH:19]=2)[CH2:13]1)[CH2:5][C:4]([OH:28])=[O:3], predict the reactants needed to synthesize it. The reactants are: C([O:3][C:4](=[O:28])[CH2:5][CH:6]([CH2:11][N:12]1[CH2:17][CH2:16][O:15][C@H:14]([C:18]2[CH:23]=[CH:22][CH:21]=[C:20]([C:24]([F:27])([F:26])[F:25])[CH:19]=2)[CH2:13]1)[C:7]([F:10])([F:9])[F:8])C.[OH-].[Na+]. (6) The reactants are: O[CH:2]([CH2:8][CH2:9][CH2:10][CH3:11])[C:3]([O:5]CC)=[O:4].[CH:12]([C:15]1[CH:20]=[CH:19][C:18]([OH:21])=[CH:17][CH:16]=1)([CH3:14])[CH3:13].[NH2:22][C:23]1[S:24][CH:25]=[CH:26][N:27]=1. Given the product [CH:12]([C:15]1[CH:20]=[CH:19][C:18]([O:21][CH:2]([CH2:8][CH2:9][CH2:10][CH3:11])[C:3]([OH:5])=[O:4])=[CH:17][CH:16]=1)([CH3:14])[CH3:13].[CH:12]([C:15]1[CH:20]=[CH:19][C:18]([O:21][CH:2]([CH2:8][CH2:9][CH2:10][CH3:11])[C:3]([NH:22][C:23]2[S:24][CH:25]=[CH:26][N:27]=2)=[O:5])=[CH:17][CH:16]=1)([CH3:14])[CH3:13], predict the reactants needed to synthesize it. (7) Given the product [ClH:34].[NH:8]1[CH2:12][CH2:11][C@H:10]([C:13]2[CH:18]=[CH:17][C:16]([NH:19][C:20](=[O:21])[C:22]3[CH:27]=[CH:26][C:25]([O:28][CH2:29][C:30]([F:31])([F:32])[F:33])=[N:24][CH:23]=3)=[CH:15][CH:14]=2)[CH2:9]1, predict the reactants needed to synthesize it. The reactants are: C(OC([N:8]1[CH2:12][CH2:11][C@H:10]([C:13]2[CH:18]=[CH:17][C:16]([NH:19][C:20]([C:22]3[CH:23]=[N:24][C:25]([O:28][CH2:29][C:30]([F:33])([F:32])[F:31])=[CH:26][CH:27]=3)=[O:21])=[CH:15][CH:14]=2)[CH2:9]1)=O)(C)(C)C.[ClH:34].